Task: Regression. Given two drug SMILES strings and cell line genomic features, predict the synergy score measuring deviation from expected non-interaction effect.. Dataset: NCI-60 drug combinations with 297,098 pairs across 59 cell lines (1) Drug 1: CCC(=C(C1=CC=CC=C1)C2=CC=C(C=C2)OCCN(C)C)C3=CC=CC=C3.C(C(=O)O)C(CC(=O)O)(C(=O)O)O. Drug 2: CC1=C(C(=CC=C1)Cl)NC(=O)C2=CN=C(S2)NC3=CC(=NC(=N3)C)N4CCN(CC4)CCO. Cell line: BT-549. Synergy scores: CSS=3.08, Synergy_ZIP=1.73, Synergy_Bliss=5.88, Synergy_Loewe=-0.0624, Synergy_HSA=0.174. (2) Drug 1: C1=CN(C=N1)CC(O)(P(=O)(O)O)P(=O)(O)O. Drug 2: C1CN1C2=NC(=NC(=N2)N3CC3)N4CC4. Cell line: CAKI-1. Synergy scores: CSS=20.9, Synergy_ZIP=-3.00, Synergy_Bliss=-0.834, Synergy_Loewe=-9.31, Synergy_HSA=0.226. (3) Drug 1: CC12CCC(CC1=CCC3C2CCC4(C3CC=C4C5=CN=CC=C5)C)O. Drug 2: CC1C(C(CC(O1)OC2CC(CC3=C2C(=C4C(=C3O)C(=O)C5=C(C4=O)C(=CC=C5)OC)O)(C(=O)CO)O)N)O.Cl. Cell line: NCI-H460. Synergy scores: CSS=48.4, Synergy_ZIP=1.45, Synergy_Bliss=-0.133, Synergy_Loewe=-20.6, Synergy_HSA=-0.422.